Dataset: Full USPTO retrosynthesis dataset with 1.9M reactions from patents (1976-2016). Task: Predict the reactants needed to synthesize the given product. Given the product [F:33][C:32]1[CH:31]=[CH:30][CH:29]=[C:28]2[C:27]=1[C:39]([CH3:41])([CH3:40])[CH2:38][N:34]2[C:35](=[O:37])[CH3:36], predict the reactants needed to synthesize it. The reactants are: Cl.C([N+](CCCC)(CCCC)CCCC)CCC.C(N(CC)CC)C.Br[C:27]1[C:32]([F:33])=[CH:31][CH:30]=[CH:29][C:28]=1[N:34]([CH2:38][C:39]([CH3:41])=[CH2:40])[C:35](=[O:37])[CH3:36].O.